Dataset: Forward reaction prediction with 1.9M reactions from USPTO patents (1976-2016). Task: Predict the product of the given reaction. (1) Given the reactants [OH:1][C:2]1[CH:11]=[C:10]([OH:12])[CH:9]=[CH:8][C:3]=1[C:4]([O:6][CH3:7])=[O:5].I[CH:14]([CH3:16])[CH3:15], predict the reaction product. The product is: [OH:1][C:2]1[CH:11]=[C:10]([O:12][CH:14]([CH3:16])[CH3:15])[CH:9]=[CH:8][C:3]=1[C:4]([O:6][CH3:7])=[O:5].[OH:12][C:10]1[CH:9]=[CH:8][C:3]([C:4]([O:6][CH3:7])=[O:5])=[C:2]([O:1][CH:14]([CH3:16])[CH3:15])[CH:11]=1. (2) Given the reactants [F:1][C:2]1[CH:7]=[CH:6][CH:5]=[C:4]([F:8])[C:3]=1[C:9]1[O:10][C:11]([C:17]2[CH:22]=[CH:21][C:20]([OH:23])=[CH:19][CH:18]=2)=[C:12]([C:14]([NH2:16])=[O:15])[N:13]=1.C([O-])([O-])=O.[K+].[K+].[CH2:30]([CH:32]1[O:34][CH2:33]1)Cl, predict the reaction product. The product is: [F:1][C:2]1[CH:7]=[CH:6][CH:5]=[C:4]([F:8])[C:3]=1[C:9]1[O:10][C:11]([C:17]2[CH:18]=[CH:19][C:20]([O:23][CH2:30][CH:32]3[CH2:33][O:34]3)=[CH:21][CH:22]=2)=[C:12]([C:14]([NH2:16])=[O:15])[N:13]=1.